This data is from Full USPTO retrosynthesis dataset with 1.9M reactions from patents (1976-2016). The task is: Predict the reactants needed to synthesize the given product. (1) Given the product [Cl:28][C:26]1[CH:27]=[C:22]([CH:23]=[C:24]([Cl:29])[CH:25]=1)[CH2:21][O:20][C:18]([N:15]1[CH2:16][CH2:17][CH:12]([NH:11][C:9](=[O:10])[CH2:8][CH2:7][CH2:6][CH2:5][C:4]([OH:30])=[O:3])[CH2:13][CH2:14]1)=[O:19], predict the reactants needed to synthesize it. The reactants are: C([O:3][C:4](=[O:30])[CH2:5][CH2:6][CH2:7][CH2:8][C:9]([NH:11][CH:12]1[CH2:17][CH2:16][N:15]([C:18]([O:20][CH2:21][C:22]2[CH:27]=[C:26]([Cl:28])[CH:25]=[C:24]([Cl:29])[CH:23]=2)=[O:19])[CH2:14][CH2:13]1)=[O:10])C.O[Li].O.Cl. (2) Given the product [Br:6][C:7]1[S:11][C:10]([C:12]([OH:14])=[O:1])=[CH:9][C:8]=1[Cl:15], predict the reactants needed to synthesize it. The reactants are: [OH-:1].[Na+].O.BrBr.[Br:6][C:7]1[S:11][C:10]([C:12](=[O:14])C)=[CH:9][C:8]=1[Cl:15].